This data is from Full USPTO retrosynthesis dataset with 1.9M reactions from patents (1976-2016). The task is: Predict the reactants needed to synthesize the given product. (1) The reactants are: Br[CH2:2][CH2:3][CH2:4][O:5][C:6]1[CH:7]=[CH:8][C:9]2[S:13][CH:12]=[N:11][C:10]=2[CH:14]=1.[Na+].[I-].Cl.[Cl:18][C:19]1[C:24]([Cl:25])=[CH:23][CH:22]=[CH:21][C:20]=1[N:26]1[CH2:31][CH2:30][NH:29][CH2:28][CH2:27]1.C([O-])([O-])=O.[K+].[K+]. Given the product [Cl:18][C:19]1[C:24]([Cl:25])=[CH:23][CH:22]=[CH:21][C:20]=1[N:26]1[CH2:31][CH2:30][N:29]([CH2:2][CH2:3][CH2:4][O:5][C:6]2[CH:7]=[CH:8][C:9]3[S:13][CH:12]=[N:11][C:10]=3[CH:14]=2)[CH2:28][CH2:27]1, predict the reactants needed to synthesize it. (2) Given the product [Cl:28][C:29]1[C:36]([O:37][CH3:38])=[CH:35][C:34]([O:39][CH3:40])=[CH:33][C:30]=1[CH:31]=[O:32], predict the reactants needed to synthesize it. The reactants are: CC(OI1(OC(C)=O)(OC(C)=O)OC(=O)C2C=CC=CC1=2)=O.C(O)(C)(C)C.[Cl:28][C:29]1[C:36]([O:37][CH3:38])=[CH:35][C:34]([O:39][CH3:40])=[CH:33][C:30]=1[CH2:31][OH:32].CCOC(C)=O.